The task is: Predict the reactants needed to synthesize the given product.. This data is from Full USPTO retrosynthesis dataset with 1.9M reactions from patents (1976-2016). (1) Given the product [NH:23]1[C:22]([C:25]2([CH2:33][NH2:34])[C:27]3([CH2:32][CH2:31][CH2:30][CH2:29][CH2:28]3)[CH2:26]2)=[N:21][N:20]=[N:24]1, predict the reactants needed to synthesize it. The reactants are: C([N:20]1[N:24]=[N:23][C:22]([C:25]2([C:33]#[N:34])[C:27]3([CH2:32][CH2:31][CH2:30][CH2:29][CH2:28]3)[CH2:26]2)=[N:21]1)(C1C=CC=CC=1)(C1C=CC=CC=1)C1C=CC=CC=1.Cl. (2) Given the product [CH2:1]([N:3]1[C:7]2[N:8]=[CH:9][N:10]=[C:11]([NH2:12])[C:6]=2[C:5]([S:20][C:14]2[CH:19]=[CH:18][CH:17]=[CH:16][CH:15]=2)=[CH:4]1)[CH3:2], predict the reactants needed to synthesize it. The reactants are: [CH2:1]([N:3]1[C:7]2[N:8]=[CH:9][N:10]=[C:11]([NH2:12])[C:6]=2[C:5](I)=[CH:4]1)[CH3:2].[C:14]1([SH:20])[CH:19]=[CH:18][CH:17]=[CH:16][CH:15]=1.C(=O)([O-])[O-].[K+].[K+]. (3) Given the product [S:23]1[CH2:22][CH2:21][CH2:20][S:24][C:9]1([C:10]([F:17])([F:16])[C:11]([O:13][CH2:14][CH3:15])=[O:12])[C:3]([F:19])([F:2])[C:4]([O:6][CH2:7][CH3:8])=[O:5], predict the reactants needed to synthesize it. The reactants are: O.[F:2][C:3]([F:19])([C:9](=O)[C:10]([F:17])([F:16])[C:11]([O:13][CH2:14][CH3:15])=[O:12])[C:4]([O:6][CH2:7][CH3:8])=[O:5].[CH2:20]([SH:24])[CH2:21][CH2:22][SH:23]. (4) Given the product [CH2:17]([O:19][C:20]1[C:29]2[C:24](=[CH:25][CH:26]=[C:27]([CH:30]=[C:13]3[S:12][C:11]([NH:10][CH2:9][CH2:8][C:4]4[CH:5]=[CH:6][CH:7]=[C:2]([F:1])[CH:3]=4)=[N:15][C:14]3=[O:16])[CH:28]=2)[N:23]=[C:22]([NH:32][CH3:33])[N:21]=1)[CH3:18], predict the reactants needed to synthesize it. The reactants are: [F:1][C:2]1[CH:3]=[C:4]([CH2:8][CH2:9][NH:10][C:11]2[S:12][CH2:13][C:14](=[O:16])[N:15]=2)[CH:5]=[CH:6][CH:7]=1.[CH2:17]([O:19][C:20]1[C:29]2[C:24](=[CH:25][CH:26]=[C:27]([CH:30]=O)[CH:28]=2)[N:23]=[C:22]([NH:32][CH3:33])[N:21]=1)[CH3:18].C(O)(=O)C1C=CC=CC=1.N1CCCCC1. (5) Given the product [N:7]1[CH:8]=[CH:9][N:10]2[CH:15]=[CH:14][C:13]([CH2:16][NH:17][C:18]([NH:19][C:20]3[S:21][C:22]([C:25]([NH:5][CH2:4][CH2:3][CH:2]([CH3:6])[CH3:1])=[O:27])=[CH:23][N:24]=3)=[O:28])=[CH:12][C:11]=12, predict the reactants needed to synthesize it. The reactants are: [CH3:1][CH:2]([CH3:6])[CH2:3][CH2:4][NH2:5].[N:7]1[CH:8]=[CH:9][N:10]2[CH:15]=[CH:14][C:13]([CH2:16][NH:17][C:18](=[O:28])[NH:19][C:20]3[S:21][C:22]([C:25]([OH:27])=O)=[CH:23][N:24]=3)=[CH:12][C:11]=12.[N+](C1C=CC(C(O)=O)=CC=1)([O-])=O. (6) Given the product [F:1][C:2]1[C:7]2[C:8]([C:18]([NH:19][CH3:20])=[O:21])=[C:9]([C:11]3[CH:12]=[CH:13][C:14]([F:17])=[CH:15][CH:16]=3)[O:10][C:6]=2[CH:5]=[CH:4][C:3]=1[C:22]1[CH:30]=[C:26]([C:27](=[O:28])[NH:44][C:41]2([C:38]3[CH:39]=[CH:40][N:35]=[CH:36][N:37]=3)[CH2:43][CH2:42]2)[C:25]([O:31][CH3:32])=[CH:24][C:23]=1[CH3:33], predict the reactants needed to synthesize it. The reactants are: [F:1][C:2]1[C:7]2[C:8]([C:18](=[O:21])[NH:19][CH3:20])=[C:9]([C:11]3[CH:16]=[CH:15][C:14]([F:17])=[CH:13][CH:12]=3)[O:10][C:6]=2[CH:5]=[CH:4][C:3]=1[C:22]1[C:23]([CH3:33])=[CH:24][C:25]([O:31][CH3:32])=[C:26]([CH:30]=1)[C:27](O)=[O:28].Cl.[N:35]1[CH:40]=[CH:39][C:38]([C:41]2([NH2:44])[CH2:43][CH2:42]2)=[N:37][CH:36]=1.CN([P+](ON1N=NC2C=CC=CC1=2)(N(C)C)N(C)C)C.F[P-](F)(F)(F)(F)F. (7) Given the product [CH2:1]([O:3][C:4](=[O:18])[CH2:5][CH2:6][C:7]1[CH:8]=[C:9]([CH2:13][CH2:14][C:15]([OH:17])=[O:16])[CH:10]=[CH:11][CH:12]=1)[CH3:2], predict the reactants needed to synthesize it. The reactants are: [CH2:1]([O:3][C:4](=[O:18])/[CH:5]=[CH:6]/[C:7]1[CH:8]=[C:9](/[CH:13]=[CH:14]/[C:15]([OH:17])=[O:16])[CH:10]=[CH:11][CH:12]=1)[CH3:2].C1COCC1.